From a dataset of Forward reaction prediction with 1.9M reactions from USPTO patents (1976-2016). Predict the product of the given reaction. (1) Given the reactants [Br:1][C:2]1[C:7]([CH3:8])=[CH:6][C:5]([CH2:9][CH2:10][CH:11]=[O:12])=[CH:4][C:3]=1[CH3:13].[CH3:14][Mg]Br, predict the reaction product. The product is: [Br:1][C:2]1[C:7]([CH3:8])=[CH:6][C:5]([CH2:9][CH2:10][CH:11]([OH:12])[CH3:14])=[CH:4][C:3]=1[CH3:13]. (2) Given the reactants C(Cl)(=O)C(Cl)=O.[C:7]1([C:13]2[CH:14]=[CH:15][C:16]([C:19]([OH:21])=O)=[N:17][CH:18]=2)[CH:12]=[CH:11][CH:10]=[CH:9][CH:8]=1.Cl.[CH2:23]([NH:30][OH:31])[C:24]1[CH:29]=[CH:28][CH:27]=[CH:26][CH:25]=1.C(N(CC)CC)C, predict the reaction product. The product is: [CH2:23]([N:30]([OH:31])[C:19]([C:16]1[CH:15]=[CH:14][C:13]([C:7]2[CH:8]=[CH:9][CH:10]=[CH:11][CH:12]=2)=[CH:18][N:17]=1)=[O:21])[C:24]1[CH:29]=[CH:28][CH:27]=[CH:26][CH:25]=1. (3) Given the reactants [CH2:1]([NH:8][C:9]1[S:10][C:11]([CH2:14][NH:15][C:16]2[S:17][C:18]([C:21]3[CH:26]=[CH:25][C:24]([CH3:27])=[CH:23][CH:22]=3)=[CH:19][N:20]=2)=[CH:12][N:13]=1)[C:2]1[CH:7]=[CH:6][CH:5]=[CH:4][CH:3]=1.C(Cl)(Cl)[Cl:29].CCOC(C)=O, predict the reaction product. The product is: [ClH:29].[ClH:29].[CH2:1]([NH:8][C:9]1[S:10][C:11]([CH2:14][NH:15][C:16]2[S:17][C:18]([C:21]3[CH:22]=[CH:23][C:24]([CH3:27])=[CH:25][CH:26]=3)=[CH:19][N:20]=2)=[CH:12][N:13]=1)[C:2]1[CH:3]=[CH:4][CH:5]=[CH:6][CH:7]=1. (4) Given the reactants [CH3:1][C:2]1([C:7]2[O:11][C:10]([CH2:12][N:13]3[CH:17]=[C:16]([NH2:18])[CH:15]=[N:14]3)=[CH:9][CH:8]=2)[O:6]CCO1.[NH:19]1[C:27]2[C:22](=[CH:23][CH:24]=[CH:25][CH:26]=2)[C:21](/[CH:28]=[CH:29]/[C:30](O)=[O:31])=[CH:20]1, predict the reaction product. The product is: [C:2]([C:7]1[O:11][C:10]([CH2:12][N:13]2[CH:17]=[C:16]([NH:18][C:30](=[O:31])/[CH:29]=[CH:28]/[C:21]3[C:22]4[C:27](=[CH:26][CH:25]=[CH:24][CH:23]=4)[NH:19][CH:20]=3)[CH:15]=[N:14]2)=[CH:9][CH:8]=1)(=[O:6])[CH3:1]. (5) The product is: [C:8]([O:10][CH:25]([O:32][C:33]([NH:35][CH2:36][C:37]1([CH2:43][C:44]([OH:46])=[O:45])[CH2:38][CH2:39][CH2:40][CH2:41][CH2:42]1)=[O:34])[C:26]1[CH:27]=[CH:28][CH:29]=[CH:30][CH:31]=1)(=[O:9])[C:3]1[CH:4]=[CH:5][CH:6]=[CH:1][CH:2]=1. Given the reactants [CH:1]1[CH:6]=[C:5](Cl)[CH:4]=[C:3]([C:8]([O:10]O)=[O:9])[CH:2]=1.C([O-])(O)=O.[Na+].C([CH:25]([O:32][C:33]([NH:35][CH2:36][C:37]1([CH2:43][C:44]([OH:46])=[O:45])[CH2:42][CH2:41][CH2:40][CH2:39][CH2:38]1)=[O:34])[C:26]1[CH:31]=[CH:30][CH:29]=[CH:28][CH:27]=1)(=O)C1C=CC=CC=1.C(O)(=O)CC(CC(O)=O)(C(O)=O)O, predict the reaction product. (6) Given the reactants [C:1]([C:4]1[C:5]([C:21](=[O:23])[CH3:22])=[C:6]([CH3:20])[N:7]([C:10]2[CH:15]=[CH:14][C:13]([O:16][CH3:17])=[CH:12][C:11]=2[O:18]C)[C:8]=1[CH3:9])(=[O:3])[CH3:2].C([S-])C.[Na+], predict the reaction product. The product is: [C:1]([C:4]1[C:5]([C:21](=[O:23])[CH3:22])=[C:6]([CH3:20])[N:7]([C:10]2[CH:15]=[CH:14][C:13]([O:16][CH3:17])=[CH:12][C:11]=2[OH:18])[C:8]=1[CH3:9])(=[O:3])[CH3:2]. (7) The product is: [CH3:26][C:27]1([CH3:32])[CH2:28][O:29][CH:12]([CH:11]=[CH:10][C:7]2[CH:6]=[CH:5][C:4]([N+:1]([O-:3])=[O:2])=[CH:9][CH:8]=2)[O:13][CH2:30]1. Given the reactants [N+:1]([C:4]1[CH:9]=[CH:8][C:7]([CH:10]=[CH:11][CH:12]=[O:13])=[CH:6][CH:5]=1)([O-:3])=[O:2].O.C1(C)C=CC(S(O)(=O)=O)=CC=1.[CH3:26][C:27]([CH3:32])([CH2:30]O)[CH2:28][OH:29].C(=O)(O)[O-].[Na+], predict the reaction product.